Dataset: Catalyst prediction with 721,799 reactions and 888 catalyst types from USPTO. Task: Predict which catalyst facilitates the given reaction. (1) Reactant: [C:1]([O:5][C:6]([O:8][N:9]([CH2:17][CH2:18][CH:19]([OH:22])[CH2:20][OH:21])[C:10](=[O:16])[O:11][C:12]([CH3:15])([CH3:14])[CH3:13])=[O:7])([CH3:4])([CH3:3])[CH3:2].[CH3:23][C:24]([Si:27](Cl)([CH3:29])[CH3:28])([CH3:26])[CH3:25].C(N(CC)CC)C. Product: [C:1]([O:5][C:6]([O:8][N:9]([CH2:17][CH2:18][CH:19]([OH:22])[CH2:20][O:21][Si:27]([C:24]([CH3:26])([CH3:25])[CH3:23])([CH3:29])[CH3:28])[C:10](=[O:16])[O:11][C:12]([CH3:13])([CH3:14])[CH3:15])=[O:7])([CH3:4])([CH3:2])[CH3:3]. The catalyst class is: 79. (2) Reactant: [CH:1]([C@:4]1([C:10]([O:12]CC2C=CC=CC=2)=[O:11])[CH2:8][CH2:7][C:6](=[O:9])[CH2:5]1)([CH3:3])[CH3:2]. Product: [CH:1]([C@:4]1([C:10]([OH:12])=[O:11])[CH2:8][CH2:7][C:6](=[O:9])[CH2:5]1)([CH3:3])[CH3:2]. The catalyst class is: 19. (3) Reactant: [CH:1]([C:3]1[N:7]2[CH:8]=[CH:9][CH:10]=[CH:11][C:6]2=[C:5]([C:12]([O:14][CH3:15])=[O:13])[N:4]=1)=O.[NH:16]1[CH2:20][CH2:19][CH:18]([OH:21])[CH2:17]1.[BH-](OC(C)=O)(OC(C)=O)OC(C)=O.[Na+]. Product: [OH:21][CH:18]1[CH2:19][CH2:20][N:16]([CH2:1][C:3]2[N:7]3[CH:8]=[CH:9][CH:10]=[CH:11][C:6]3=[C:5]([C:12]([O:14][CH3:15])=[O:13])[N:4]=2)[CH2:17]1. The catalyst class is: 585. (4) Reactant: Cl.[CH3:2][CH:3]([CH2:7][CH2:8][N:9]1[CH2:13][CH2:12][CH2:11][CH2:10]1)[C:4]([OH:6])=O.C(Cl)(=O)C(Cl)=O.C(OC([N:27]1[C:31]([NH2:32])=[C:30]([F:33])[C:29]([C:34]2[CH:35]=[N:36][C:37]([CH3:40])=[CH:38][CH:39]=2)=[N:28]1)=O)(C)(C)C.Cl. Product: [F:33][C:30]1[C:31]([NH:32][C:4](=[O:6])[CH:3]([CH3:2])[CH2:7][CH2:8][N:9]2[CH2:13][CH2:12][CH2:11][CH2:10]2)=[N:27][NH:28][C:29]=1[C:34]1[CH:35]=[N:36][C:37]([CH3:40])=[CH:38][CH:39]=1. The catalyst class is: 59. (5) Reactant: [F-].C([N+](CCCC)(CCCC)CCCC)CCC.[N:19]1[CH:24]=[C:23]([C:25]2[CH:32]=[CH:31][CH:30]=[CH:29][C:26]=2[CH:27]=[O:28])[CH:22]=[N:21][CH:20]=1.[F:33][C:34]([Si](C)(C)C)([F:36])[F:35].Cl. Product: [F:33][C:34]([F:36])([F:35])[CH:27]([C:26]1[CH:29]=[CH:30][CH:31]=[CH:32][C:25]=1[C:23]1[CH:24]=[N:19][CH:20]=[N:21][CH:22]=1)[OH:28]. The catalyst class is: 1. (6) Reactant: [Cl:1][C:2]1[CH:3]=[C:4]([CH:9]=[CH:10][C:11]=1[S:12]([N:15](CC1C=CC(OC)=CC=1OC)[C:16]1[S:17][C:18]([Cl:21])=[CH:19][N:20]=1)(=[O:14])=[O:13])[C:5]([O:7]C)=[O:6].[OH-].[Na+]. Product: [Cl:1][C:2]1[CH:3]=[C:4]([CH:9]=[CH:10][C:11]=1[S:12]([NH:15][C:16]1[S:17][C:18]([Cl:21])=[CH:19][N:20]=1)(=[O:13])=[O:14])[C:5]([OH:7])=[O:6]. The catalyst class is: 5. (7) Reactant: [C:1]([O:5][C:6]([N:8]1[CH2:13][CH2:12][CH:11]([O:14][C:15]2[C:16](C(O)=O)=[N:17][N:18]([C:22]3[CH:27]=[CH:26][C:25]([Cl:28])=[C:24]([Cl:29])[CH:23]=3)[C:19](=[O:21])[CH:20]=2)[CH2:10][CH2:9]1)=[O:7])([CH3:4])([CH3:3])[CH3:2].P([N:49]=[N+]=[N-])(=O)(OC1C=CC=CC=1)OC1C=CC=CC=1.C[Si](C)(C)CCO. Product: [NH2:49][C:16]1[C:15]([O:14][CH:11]2[CH2:12][CH2:13][N:8]([C:6]([O:5][C:1]([CH3:2])([CH3:3])[CH3:4])=[O:7])[CH2:9][CH2:10]2)=[CH:20][C:19](=[O:21])[N:18]([C:22]2[CH:27]=[CH:26][C:25]([Cl:28])=[C:24]([Cl:29])[CH:23]=2)[N:17]=1. The catalyst class is: 12. (8) Reactant: [ClH:1].[I:2][C:3]1[CH:4]=[CH:5][C:6](N)=[N:7][C:8]=1[CH3:9].N([O-])=O.[Na+]. Product: [Cl:1][C:6]1[N:7]=[C:8]([CH3:9])[C:3]([I:2])=[CH:4][CH:5]=1. The catalyst class is: 6. (9) Reactant: Br[C:2]1[CH:3]=[C:4]([CH:6]=[CH:7][CH:8]=1)[NH2:5].[CH:9]1([S:12]([O-:14])=[O:13])[CH2:11][CH2:10]1.[Na+].N1CCC[C@H]1C(O)=O.[OH-].[Na+]. Product: [CH:9]1([S:12]([C:2]2[CH:3]=[C:4]([CH:6]=[CH:7][CH:8]=2)[NH2:5])(=[O:14])=[O:13])[CH2:11][CH2:10]1. The catalyst class is: 156. (10) Product: [CH3:15][O:13][C:6]([CH:7]1[CH:12]=[CH:11][CH2:10][CH:9]=[CH:8]1)=[O:14]. The catalyst class is: 6. Reactant: OS(O)(=O)=O.[C:6]([OH:14])(=[O:13])[CH:7]1[CH:12]=[CH:11][CH2:10][CH:9]=[CH:8]1.[CH3:15]O.